Predict the product of the given reaction. From a dataset of Forward reaction prediction with 1.9M reactions from USPTO patents (1976-2016). (1) The product is: [S:8]1[CH:12]=[CH:11][C:10]([C@H:13]2[C@H:22]3[CH2:23][CH2:24][N:25]([C:26]([C:41]4[CH:45]=[CH:46][CH:47]=[CH:48][C:40]=4[NH:39][C:31](=[O:38])[C:32]4[CH:33]=[CH:34][CH:35]=[CH:36][CH:37]=4)=[O:28])[C@H:21]3[C:20]3[CH:19]=[CH:18][CH:17]=[CH:16][C:15]=3[NH:14]2)=[CH:9]1. Given the reactants C(O)(C(F)(F)F)=O.[S:8]1[CH:12]=[CH:11][C:10]([CH:13]2[CH:22]3[CH2:23][CH2:24][N:25]([C:26]([O-:28])=O)[CH:21]3[C:20]3[CH:19]=[CH:18][CH:17]=[CH:16][C:15]=3[NH:14]2)=[CH:9]1.[OH-].[Na+].[C:31]([NH:39][C:40]1[CH:48]=[CH:47][CH:46]=[CH:45][C:41]=1C(O)=O)(=[O:38])[C:32]1[CH:37]=[CH:36][CH:35]=[CH:34][CH:33]=1.C(N(CC)CC)C.CCOC(OC(OCC)=O)=O, predict the reaction product. (2) Given the reactants [NH2:1][C:2]1[CH:7]=[C:6]([CH3:8])[CH:5]=[C:4]([CH3:9])[C:3]=1[NH:10][CH2:11][C:12]([N:14]([CH3:16])[CH3:15])=[O:13].Cl[C:18](Cl)([O:20]C(=O)OC(Cl)(Cl)Cl)Cl, predict the reaction product. The product is: [CH3:8][C:6]1[CH:5]=[C:4]([CH3:9])[C:3]2[N:10]([CH2:11][C:12]([N:14]([CH3:16])[CH3:15])=[O:13])[C:18](=[O:20])[NH:1][C:2]=2[CH:7]=1. (3) Given the reactants [Cl:1][C:2]1[CH:3]=[CH:4][C:5]2[C:14]3[C:9](=[CH:10][C:11](B4OC(C)(C)C(C)(C)O4)=[CH:12][CH:13]=3)[O:8][CH2:7][C:6]=2[CH:24]=1.Br[C:26]1[N:27]=[C:28]([C@@H:31]2[CH2:35][CH2:34][CH2:33][N:32]2[C:36]([O:38][C:39]([CH3:42])([CH3:41])[CH3:40])=[O:37])[NH:29][CH:30]=1.C(=O)([O-])[O-].[K+].[K+], predict the reaction product. The product is: [Cl:1][C:2]1[CH:3]=[CH:4][C:5]2[C:14]3[C:9](=[CH:10][C:11]([C:30]4[NH:29][C:28]([C@@H:31]5[CH2:35][CH2:34][CH2:33][N:32]5[C:36]([O:38][C:39]([CH3:42])([CH3:41])[CH3:40])=[O:37])=[N:27][CH:26]=4)=[CH:12][CH:13]=3)[O:8][CH2:7][C:6]=2[CH:24]=1. (4) Given the reactants [CH3:1][S:2]([O:5][C:6]1[CH:7]=[C:8]([CH:13]=[CH:14][C:15]=1[CH2:16][N:17]1[CH2:22][CH2:21][O:20][CH2:19][CH2:18]1)[C:9]([O:11]C)=[O:10])(=[O:4])=[O:3].[Li+].[OH-], predict the reaction product. The product is: [CH3:1][S:2]([O:5][C:6]1[CH:7]=[C:8]([CH:13]=[CH:14][C:15]=1[CH2:16][N:17]1[CH2:22][CH2:21][O:20][CH2:19][CH2:18]1)[C:9]([OH:11])=[O:10])(=[O:3])=[O:4].